Dataset: PAMPA (Parallel Artificial Membrane Permeability Assay) permeability data from NCATS. Task: Regression/Classification. Given a drug SMILES string, predict its absorption, distribution, metabolism, or excretion properties. Task type varies by dataset: regression for continuous measurements (e.g., permeability, clearance, half-life) or binary classification for categorical outcomes (e.g., BBB penetration, CYP inhibition). Dataset: pampa_ncats. The drug is CCN1C2=C(C=CC(=C2)C(=O)NCC3=CC=CC=C3)S(=O)C4=CC=CC=C4C1=O. The result is 1 (high permeability).